From a dataset of Forward reaction prediction with 1.9M reactions from USPTO patents (1976-2016). Predict the product of the given reaction. (1) Given the reactants [CH2:1]([O:5][C:6]1[C:14]([O:15][CH3:16])=[CH:13][CH:12]=[CH:11][C:7]=1[CH2:8]CN)[CH:2]([CH3:4])[CH3:3].[C:17](Cl)(=[O:20])[CH:18]=[CH2:19].[CH2:22]([N:24](CC)CC)C, predict the reaction product. The product is: [CH2:1]([O:5][C:6]1[C:14]([O:15][CH3:16])=[CH:13][CH:12]=[CH:11][C:7]=1[CH2:8][N:24]([CH3:22])[C:17](=[O:20])[CH:18]=[CH2:19])[CH:2]([CH3:3])[CH3:4]. (2) Given the reactants [CH2:1]([CH:3]([CH2:7][CH2:8][CH2:9][CH3:10])[C:4]([OH:6])=[O:5])[CH3:2].C([Si](OCC)(OCC)OCC)=C.[C:23]([O:28]CCC[Si](OC)(OC)OC)(=[O:27])[C:24]([CH3:26])=C, predict the reaction product. The product is: [CH2:1]([CH:3]([CH2:7][CH2:8][CH2:9][CH3:10])[C:4]([OH:6])=[O:5])[CH3:2].[OH:28][C:23]([CH2:24][CH2:26][CH2:2][CH2:1][CH2:3][CH2:7][CH2:8][CH2:9][CH3:10])=[O:27]. (3) Given the reactants CC1NC(C)=C(C(OCC)=O)CC=1C(OCC)=O.[CH:19](=O)[C:20]1[CH:25]=[CH:24][N:23]=[CH:22][CH:21]=1.[CH3:27][O:28][C:29]1[CH:35]=[CH:34][C:32]([NH2:33])=[CH:31][CH:30]=1, predict the reaction product. The product is: [CH3:27][O:28][C:29]1[CH:35]=[CH:34][C:32]([NH:33][CH2:19][C:20]2[CH:25]=[CH:24][N:23]=[CH:22][CH:21]=2)=[CH:31][CH:30]=1. (4) Given the reactants C1C2N(CC(O)=O)C3C(=CC=CC=3)C=2C=CC=1.OC1C=CC(C(C2C=CC(O)=CC=2)(C)C)=CC=1.C1C(C(C(F)(F)F)(C(F)(F)F)C2C=CC(O)=CC=2)=CC=C(O)C=1.CC(C1C=CC(O)=CC=1)(C1C=CC(O)=CC=1)CCC(O)=O.[S:79]1[CH:83]=[CH:82][CH:81]=[C:80]1[C:84]1[S:85][C:86]([C:95]2[S:96][CH:97]=[CH:98][CH:99]=2)=[CH:87][C:88]=1[CH2:89][C:90](OCC)=[O:91].BrC1SC(Br)=CC=1CC(OCC)=O.C([Sn](CCCC)(CCCC)C1SC=CC=1)CCC, predict the reaction product. The product is: [S:79]1[CH:83]=[CH:82][CH:81]=[C:80]1[C:84]1[S:85][C:86]([C:95]2[S:96][CH:97]=[CH:98][CH:99]=2)=[CH:87][C:88]=1[CH2:89][CH2:90][OH:91]. (5) Given the reactants [OH:1][CH:2]([C:21]1[CH:26]=[CH:25][CH:24]=[CH:23][CH:22]=1)[CH:3]([NH:8][C:9]([C:11]1[C:12]([C:17]([F:20])([F:19])[F:18])=[N:13][N:14]([CH3:16])[CH:15]=1)=[O:10])[C:4](=[O:7])NC.C(Cl)(=[O:32])C(C)(C)C.Cl, predict the reaction product. The product is: [OH:1][CH:2]([C:21]1[CH:22]=[CH:23][CH:24]=[CH:25][CH:26]=1)[CH:3]([NH:8][C:9]([C:11]1[C:12]([C:17]([F:18])([F:19])[F:20])=[N:13][N:14]([CH3:16])[CH:15]=1)=[O:10])[C:4]([OH:32])=[O:7]. (6) Given the reactants [CH3:1][C:2]1[CH:3]=[C:4]([O:14][C:15]2[CH:16]=[N:17][C:18]([S:21]([CH3:24])(=[O:23])=[O:22])=[CH:19][CH:20]=2)[CH:5]=[C:6]2[C:10]=1[NH:9][C:8]([C:11]([OH:13])=O)=[CH:7]2.N.O[N:27]1C2C=CC=CC=2N=N1.Cl.C(N=C=NCCCN(C)C)C, predict the reaction product. The product is: [CH3:1][C:2]1[CH:3]=[C:4]([O:14][C:15]2[CH:16]=[N:17][C:18]([S:21]([CH3:24])(=[O:22])=[O:23])=[CH:19][CH:20]=2)[CH:5]=[C:6]2[C:10]=1[NH:9][C:8]([C:11]([NH2:27])=[O:13])=[CH:7]2.